Dataset: NCI-60 drug combinations with 297,098 pairs across 59 cell lines. Task: Regression. Given two drug SMILES strings and cell line genomic features, predict the synergy score measuring deviation from expected non-interaction effect. (1) Drug 1: CC(CN1CC(=O)NC(=O)C1)N2CC(=O)NC(=O)C2. Drug 2: CCC1(CC2CC(C3=C(CCN(C2)C1)C4=CC=CC=C4N3)(C5=C(C=C6C(=C5)C78CCN9C7C(C=CC9)(C(C(C8N6C)(C(=O)OC)O)OC(=O)C)CC)OC)C(=O)OC)O.OS(=O)(=O)O. Cell line: SF-539. Synergy scores: CSS=67.4, Synergy_ZIP=0.726, Synergy_Bliss=0.865, Synergy_Loewe=2.12, Synergy_HSA=3.68. (2) Cell line: NCI-H522. Synergy scores: CSS=36.9, Synergy_ZIP=0.868, Synergy_Bliss=1.16, Synergy_Loewe=-16.4, Synergy_HSA=-0.447. Drug 1: C1CCN(CC1)CCOC2=CC=C(C=C2)C(=O)C3=C(SC4=C3C=CC(=C4)O)C5=CC=C(C=C5)O. Drug 2: CN(CC1=CN=C2C(=N1)C(=NC(=N2)N)N)C3=CC=C(C=C3)C(=O)NC(CCC(=O)O)C(=O)O. (3) Drug 1: CC1=CC2C(CCC3(C2CCC3(C(=O)C)OC(=O)C)C)C4(C1=CC(=O)CC4)C. Drug 2: C1=C(C(=O)NC(=O)N1)N(CCCl)CCCl. Cell line: U251. Synergy scores: CSS=25.5, Synergy_ZIP=-2.78, Synergy_Bliss=-1.91, Synergy_Loewe=-9.61, Synergy_HSA=-1.51. (4) Drug 1: CC1=C(C=C(C=C1)NC(=O)C2=CC=C(C=C2)CN3CCN(CC3)C)NC4=NC=CC(=N4)C5=CN=CC=C5. Drug 2: CN(C(=O)NC(C=O)C(C(C(CO)O)O)O)N=O. Cell line: CCRF-CEM. Synergy scores: CSS=-2.80, Synergy_ZIP=0.160, Synergy_Bliss=-2.79, Synergy_Loewe=-4.47, Synergy_HSA=-3.75. (5) Drug 1: CC1C(C(CC(O1)OC2CC(CC3=C2C(=C4C(=C3O)C(=O)C5=C(C4=O)C(=CC=C5)OC)O)(C(=O)C)O)N)O.Cl. Drug 2: CC1CCC2CC(C(=CC=CC=CC(CC(C(=O)C(C(C(=CC(C(=O)CC(OC(=O)C3CCCCN3C(=O)C(=O)C1(O2)O)C(C)CC4CCC(C(C4)OC)OCCO)C)C)O)OC)C)C)C)OC. Cell line: HT29. Synergy scores: CSS=26.7, Synergy_ZIP=6.99, Synergy_Bliss=8.78, Synergy_Loewe=2.11, Synergy_HSA=9.80. (6) Drug 1: CN1C(=O)N2C=NC(=C2N=N1)C(=O)N. Drug 2: CCCCCOC(=O)NC1=NC(=O)N(C=C1F)C2C(C(C(O2)C)O)O. Cell line: EKVX. Synergy scores: CSS=-2.01, Synergy_ZIP=2.98, Synergy_Bliss=3.66, Synergy_Loewe=-2.73, Synergy_HSA=-1.82.